From a dataset of Catalyst prediction with 721,799 reactions and 888 catalyst types from USPTO. Predict which catalyst facilitates the given reaction. (1) Reactant: Cl[C:2]1[CH:15]=[CH:14][C:5]([CH2:6][C:7]2[CH:12]=[CH:11][CH:10]=[CH:9][C:8]=2[OH:13])=[CH:4][CH:3]=1. Product: [CH2:6]([C:7]1[CH:12]=[CH:11][CH:10]=[CH:9][C:8]=1[OH:13])[C:5]1[CH:4]=[CH:3][CH:2]=[CH:15][CH:14]=1. The catalyst class is: 293. (2) Reactant: [Br:1][C:2]1[C:10]([F:11])=[CH:9][C:5]([C:6](O)=[O:7])=[C:4]([F:12])[CH:3]=1.CO. The catalyst class is: 7. Product: [Br:1][C:2]1[C:10]([F:11])=[CH:9][C:5]([CH2:6][OH:7])=[C:4]([F:12])[CH:3]=1. (3) Reactant: [OH:1][C@H:2]1[CH2:7][CH2:6][C@H:5]([C:8]([OH:10])=O)[CH2:4][CH2:3]1.[C:11]([C:15]1[N:20]=[C:19]([N:21]2[CH2:26][CH2:25][N:24]([CH2:27][CH2:28][C@H:29]3[CH2:34][CH2:33][C@H:32]([NH2:35])[CH2:31][CH2:30]3)[CH2:23][CH2:22]2)[CH:18]=[C:17]([CH:36]2[CH2:39][CH2:38][CH2:37]2)[N:16]=1)([CH3:14])([CH3:13])[CH3:12].CN(C(ON1N=NC2C=CC=NC1=2)=[N+](C)C)C.F[P-](F)(F)(F)(F)F.C(N(C(C)C)CC)(C)C. Product: [C:11]([C:15]1[N:20]=[C:19]([N:21]2[CH2:22][CH2:23][N:24]([CH2:27][CH2:28][C@H:29]3[CH2:30][CH2:31][C@H:32]([NH:35][C:8]([C@H:5]4[CH2:4][CH2:3][C@H:2]([OH:1])[CH2:7][CH2:6]4)=[O:10])[CH2:33][CH2:34]3)[CH2:25][CH2:26]2)[CH:18]=[C:17]([CH:36]2[CH2:39][CH2:38][CH2:37]2)[N:16]=1)([CH3:14])([CH3:12])[CH3:13]. The catalyst class is: 4. (4) The catalyst class is: 20. Reactant: [C:1]([C:3]1[C:16]([NH:17][CH2:18][C:19]2[CH:24]=[C:23]([C:25]3[CH:30]=[CH:29][CH:28]=[C:27]([F:31])[CH:26]=3)[CH:22]=[CH:21][C:20]=2[F:32])=[C:15]([F:33])[CH:14]=[CH:13][C:4]=1[O:5][CH2:6][C:7]([O:9]C(C)C)=[O:8])#[N:2].[Li+].[OH-]. Product: [C:1]([C:3]1[C:16]([NH:17][CH2:18][C:19]2[CH:24]=[C:23]([C:25]3[CH:30]=[CH:29][CH:28]=[C:27]([F:31])[CH:26]=3)[CH:22]=[CH:21][C:20]=2[F:32])=[C:15]([F:33])[CH:14]=[CH:13][C:4]=1[O:5][CH2:6][C:7]([OH:9])=[O:8])#[N:2].